Dataset: Reaction yield outcomes from USPTO patents with 853,638 reactions. Task: Predict the reaction yield, written as a fraction of the theoretical maximum amount of product (1.0 means a 100% yield; for example, 0.34 means a 34% yield). The reactants are [Cl:1][C:2]1[CH:3]=[C:4]([C:9](=[NH:21])[NH:10][C:11]2[CH:16]=[CH:15][C:14]([S:17]([CH3:20])(=[O:19])=[O:18])=[CH:13][CH:12]=2)[CH:5]=[CH:6][C:7]=1[CH3:8].C(=O)(O)[O-].[Na+].Br[CH2:28][C:29](=[O:34])[C:30]([F:33])([F:32])[F:31]. The catalyst is C(O)(C)C. The product is [Cl:1][C:2]1[CH:3]=[C:4]([C:9]2[N:10]([C:11]3[CH:16]=[CH:15][C:14]([S:17]([CH3:20])(=[O:18])=[O:19])=[CH:13][CH:12]=3)[CH2:28][C:29]([OH:34])([C:30]([F:33])([F:32])[F:31])[N:21]=2)[CH:5]=[CH:6][C:7]=1[CH3:8]. The yield is 0.250.